Dataset: Forward reaction prediction with 1.9M reactions from USPTO patents (1976-2016). Task: Predict the product of the given reaction. (1) Given the reactants [Cl:1][C:2]1[C:7]([O:8][CH3:9])=[C:6]([O:10][CH:11]2[CH2:16][CH2:15][N:14]([C:17]3[O:21][N:20]=[C:19]([CH:22]([CH3:24])[CH3:23])[N:18]=3)[CH2:13][CH2:12]2)[N:5]=[CH:4][N:3]=1.[CH3:25][S:26]([C:29]1[N:34]=[C:33]([CH3:35])[C:32]([NH2:36])=[CH:31][CH:30]=1)(=[O:28])=[O:27].C(N1CCN2CCN(CC(C)C)P1N(CC(C)C)CC2)C(C)C.CC(C)([O-])C.[Na+], predict the reaction product. The product is: [CH:22]([C:19]1[N:18]=[C:17]([N:14]2[CH2:15][CH2:16][CH:11]([O:10][C:6]3[N:5]=[CH:4][N:3]=[C:2]([NH:36][C:32]4[C:33]([CH3:35])=[N:34][C:29]([S:26]([CH3:25])(=[O:28])=[O:27])=[CH:30][CH:31]=4)[C:7]=3[O:8][CH3:9])[CH2:12][CH2:13]2)[O:21][N:20]=1)([CH3:24])[CH3:23].[ClH:1]. (2) Given the reactants [CH:1]1([C:4]2[CH:5]=[CH:6][C:7]([C:15]([OH:17])=O)=[N:8][C:9]=2[O:10][CH2:11][CH:12]2[CH2:14][CH2:13]2)[CH2:3][CH2:2]1.[CH3:18][C:19]([NH2:27])([CH2:21][CH2:22][S:23]([CH3:26])(=[O:25])=[O:24])[CH3:20], predict the reaction product. The product is: [CH3:26][S:23]([CH2:22][CH2:21][C:19]([NH:27][C:15]([C:7]1[CH:6]=[CH:5][C:4]([CH:1]2[CH2:2][CH2:3]2)=[C:9]([O:10][CH2:11][CH:12]2[CH2:13][CH2:14]2)[N:8]=1)=[O:17])([CH3:20])[CH3:18])(=[O:25])=[O:24]. (3) Given the reactants [F:1][C:2]1[CH:3]=[C:4]([C:8]2[CH:17]=[N:16][C:15]([NH2:18])=[C:14]3[C:9]=2[CH:10]=[CH:11][CH:12]=[N:13]3)[CH:5]=[N:6][CH:7]=1.Br[C:20]1[CH:25]=[CH:24][C:23]([Cl:26])=[CH:22][N:21]=1, predict the reaction product. The product is: [Cl:26][C:23]1[CH:24]=[CH:25][C:20]([NH:18][C:15]2[N:16]=[CH:17][C:8]([C:4]3[CH:5]=[N:6][CH:7]=[C:2]([F:1])[CH:3]=3)=[C:9]3[C:14]=2[N:13]=[CH:12][CH:11]=[CH:10]3)=[N:21][CH:22]=1. (4) Given the reactants [Cl:1][C:2]1[N:3]=[C:4]([C:7]2[CH:12]=[CH:11][C:10]([NH:13][C:14]([O:16]CC3CCN(C(OC(C)(C)C)=O)CC3)=[O:15])=[CH:9][CH:8]=2)[S:5][CH:6]=1.Cl, predict the reaction product. The product is: [ClH:1].[Cl:1][C:2]1[N:3]=[C:4]([C:7]2[CH:8]=[CH:9][C:10]([NH:13][C:14](=[O:15])[OH:16])=[CH:11][CH:12]=2)[S:5][CH:6]=1.